From a dataset of Catalyst prediction with 721,799 reactions and 888 catalyst types from USPTO. Predict which catalyst facilitates the given reaction. (1) Reactant: [Br:1][C:2]1[CH:10]=[CH:9][C:8](C(F)(F)F)=[C:7]([F:15])[C:3]=1[C:4]([OH:6])=[O:5].BrC1C=CC([O:23][C:24]([F:27])([F:26])[F:25])=C(F)C=1.C(NC(C)C)(C)C.C([Li])CCC.C(=O)=O. Product: [Br:1][C:2]1[CH:10]=[CH:9][C:8]([O:23][C:24]([F:27])([F:26])[F:25])=[C:7]([F:15])[C:3]=1[C:4]([OH:6])=[O:5]. The catalyst class is: 30. (2) Reactant: C(=O)([O-])[O-].[Cs+].[Cs+].[O:7]1[CH2:12][CH2:11][O:10][C:9]2[CH:13]=[C:14]([C:17]3[C:18]([CH3:34])=[C:19]([CH:31]=[CH:32][CH:33]=3)[CH2:20][O:21][C:22]3[CH:29]=[CH:28][C:25]([CH:26]=[O:27])=[C:24]([OH:30])[CH:23]=3)[CH:15]=[CH:16][C:8]1=2.Cl[CH2:36][C:37]1[CH:38]=[C:39]([CH:43]=[CH:44][CH:45]=1)[C:40]([NH2:42])=[O:41].Cl. Product: [O:7]1[CH2:12][CH2:11][O:10][C:9]2[CH:13]=[C:14]([C:17]3[C:18]([CH3:34])=[C:19]([CH:31]=[CH:32][CH:33]=3)[CH2:20][O:21][C:22]3[CH:29]=[CH:28][C:25]([CH:26]=[O:27])=[C:24]([CH:23]=3)[O:30][CH2:36][C:37]3[CH:38]=[C:39]([CH:43]=[CH:44][CH:45]=3)[C:40]([NH2:42])=[O:41])[CH:15]=[CH:16][C:8]1=2. The catalyst class is: 9.